From a dataset of NCI-60 drug combinations with 297,098 pairs across 59 cell lines. Regression. Given two drug SMILES strings and cell line genomic features, predict the synergy score measuring deviation from expected non-interaction effect. (1) Drug 1: CCC1=CC2CC(C3=C(CN(C2)C1)C4=CC=CC=C4N3)(C5=C(C=C6C(=C5)C78CCN9C7C(C=CC9)(C(C(C8N6C)(C(=O)OC)O)OC(=O)C)CC)OC)C(=O)OC.C(C(C(=O)O)O)(C(=O)O)O. Drug 2: C(CC(=O)O)C(=O)CN.Cl. Cell line: NCIH23. Synergy scores: CSS=24.5, Synergy_ZIP=-0.928, Synergy_Bliss=1.52, Synergy_Loewe=1.97, Synergy_HSA=3.53. (2) Drug 1: CCC(=C(C1=CC=CC=C1)C2=CC=C(C=C2)OCCN(C)C)C3=CC=CC=C3.C(C(=O)O)C(CC(=O)O)(C(=O)O)O. Drug 2: C1CN1C2=NC(=NC(=N2)N3CC3)N4CC4. Cell line: M14. Synergy scores: CSS=17.3, Synergy_ZIP=-0.0429, Synergy_Bliss=-0.400, Synergy_Loewe=-24.9, Synergy_HSA=-2.67.